This data is from Reaction yield outcomes from USPTO patents with 853,638 reactions. The task is: Predict the reaction yield, written as a fraction of the theoretical maximum amount of product (1.0 means a 100% yield; for example, 0.34 means a 34% yield). (1) The reactants are [F:1][C:2]([F:12])([F:11])[C:3]1[CH:4]=[C:5]([CH:8]=[CH:9][CH:10]=1)[CH2:6][NH2:7].[CH3:13][N:14]([CH3:32])[C:15]1[CH:20]=[C:19]([CH3:21])[N:18]=[C:17]([NH:22][C@@H:23]2[CH2:28][CH2:27][C@H:26]([C:29](O)=[O:30])[CH2:25][CH2:24]2)[N:16]=1.CN(C(ON1N=NC2C=CC=NC1=2)=[N+](C)C)C.F[P-](F)(F)(F)(F)F. The catalyst is C(Cl)Cl.C(N(CC)CC)C. The product is [CH3:32][N:14]([CH3:13])[C:15]1[CH:20]=[C:19]([CH3:21])[N:18]=[C:17]([NH:22][C@@H:23]2[CH2:28][CH2:27][C@H:26]([C:29]([NH:7][CH2:6][C:5]3[CH:8]=[CH:9][CH:10]=[C:3]([C:2]([F:11])([F:12])[F:1])[CH:4]=3)=[O:30])[CH2:25][CH2:24]2)[N:16]=1. The yield is 0.450. (2) The reactants are [NH2:1][C:2]1[CH:10]=[CH:9][C:5]([C:6]([OH:8])=[O:7])=[CH:4][CH:3]=1.[N+]([C:14]1[CH:19]=CC(O)=C[CH:15]=1)([O-])=O.S(=O)(=O)(O)O.OCC(CO)O.[OH-].[Na+]. No catalyst specified. The product is [N:1]1[C:2]2[C:10](=[CH:9][C:5]([C:6]([OH:8])=[O:7])=[CH:4][CH:3]=2)[CH:19]=[CH:14][CH:15]=1. The yield is 0.560. (3) The reactants are [CH3:1][C:2]([CH3:28])([CH3:27])[C:3](=[O:26])[CH2:4][O:5][C:6]1[CH:11]=[CH:10][C:9]([C:12]([C:17]2[CH:24]=[CH:23][C:20]([C:21]#[N:22])=[CH:19][CH:18]=2)([CH2:15][CH3:16])[CH2:13][CH3:14])=[CH:8][C:7]=1[CH3:25].CN(C=O)C.[N-:34]=[N+:35]=[N-:36].[Na+].N(CC)(CC)CC.Cl. The catalyst is CCOC(C)=O. The product is [CH2:13]([C:12]([C:9]1[CH:10]=[CH:11][C:6]([O:5][CH2:4][C:3](=[O:26])[C:2]([CH3:1])([CH3:27])[CH3:28])=[C:7]([CH3:25])[CH:8]=1)([C:17]1[CH:18]=[CH:19][C:20]([C:21]2[NH:36][N:35]=[N:34][N:22]=2)=[CH:23][CH:24]=1)[CH2:15][CH3:16])[CH3:14]. The yield is 0.660. (4) The reactants are [CH2:1]([N:3]1[CH2:8][CH2:7][N:6]([CH2:9][C:10]2[CH:15]=[CH:14][C:13]([NH:16][C:17]3[C:26]4[CH:25]=[CH:24][C:23]([CH3:27])=[C:22]([NH2:28])[C:21]=4[CH:20]=[CH:19][N:18]=3)=[CH:12][C:11]=2[C:29]([F:32])([F:31])[F:30])[CH2:5][CH2:4]1)[CH3:2].[CH:33]1([NH:36][C:37]2[C:38]3[S:45][CH:44]=[C:43]([C:46](O)=[O:47])[C:39]=3[N:40]=[CH:41][N:42]=2)[CH2:35][CH2:34]1. No catalyst specified. The product is [CH:33]1([NH:36][C:37]2[C:38]3[S:45][CH:44]=[C:43]([C:46]([NH:28][C:22]4[C:23]([CH3:27])=[CH:24][CH:25]=[C:26]5[C:21]=4[CH:20]=[CH:19][N:18]=[C:17]5[NH:16][C:13]4[CH:14]=[CH:15][C:10]([CH2:9][N:6]5[CH2:7][CH2:8][N:3]([CH2:1][CH3:2])[CH2:4][CH2:5]5)=[C:11]([C:29]([F:31])([F:30])[F:32])[CH:12]=4)=[O:47])[C:39]=3[N:40]=[CH:41][N:42]=2)[CH2:35][CH2:34]1. The yield is 0.460. (5) The reactants are [CH:1]1([C:4]([C:6]2[CH:11]=[CH:10][C:9]([CH2:12][C:13]([OH:15])=[O:14])=[CH:8][CH:7]=2)=[O:5])[CH2:3][CH2:2]1.[CH3:16]O. The catalyst is S(=O)(=O)(O)O. The product is [CH:1]1([C:4]([C:6]2[CH:11]=[CH:10][C:9]([CH2:12][C:13]([O:15][CH3:16])=[O:14])=[CH:8][CH:7]=2)=[O:5])[CH2:2][CH2:3]1. The yield is 0.680. (6) The reactants are [C:1]([O:5][C:6]([N:8]1[CH2:13][CH2:12][CH2:11][C:10]([C:15]2[N:16]([CH3:31])[C:17]3[C:22]([N:23]=2)=[C:21]([N:24]2[CH2:29][CH2:28][O:27][CH2:26][CH2:25]2)[N:20]=[C:19]([Cl:30])[N:18]=3)([OH:14])[CH2:9]1)=[O:7])([CH3:4])([CH3:3])[CH3:2].[H-].[Na+].I[CH3:35]. The catalyst is C1COCC1.C1OCCOCCOCCOCCOC1. The product is [C:1]([O:5][C:6]([N:8]1[CH2:13][CH2:12][CH2:11][C:10]([C:15]2[N:16]([CH3:31])[C:17]3[C:22]([N:23]=2)=[C:21]([N:24]2[CH2:29][CH2:28][O:27][CH2:26][CH2:25]2)[N:20]=[C:19]([Cl:30])[N:18]=3)([O:14][CH3:35])[CH2:9]1)=[O:7])([CH3:4])([CH3:3])[CH3:2]. The yield is 0.920.